Task: Regression. Given two drug SMILES strings and cell line genomic features, predict the synergy score measuring deviation from expected non-interaction effect.. Dataset: NCI-60 drug combinations with 297,098 pairs across 59 cell lines Drug 1: C1CC(=O)NC(=O)C1N2CC3=C(C2=O)C=CC=C3N. Drug 2: C1=CC(=CC=C1C#N)C(C2=CC=C(C=C2)C#N)N3C=NC=N3. Cell line: HT29. Synergy scores: CSS=4.16, Synergy_ZIP=0.912, Synergy_Bliss=3.44, Synergy_Loewe=2.68, Synergy_HSA=1.51.